From a dataset of Full USPTO retrosynthesis dataset with 1.9M reactions from patents (1976-2016). Predict the reactants needed to synthesize the given product. (1) Given the product [F:35][CH2:6][CH:7]1[CH2:10][N:9]([C:11]([O:13][C:14]([CH3:17])([CH3:16])[CH3:15])=[O:12])[CH2:8]1, predict the reactants needed to synthesize it. The reactants are: CS(O[CH2:6][CH:7]1[CH2:10][N:9]([C:11]([O:13][C:14]([CH3:17])([CH3:16])[CH3:15])=[O:12])[CH2:8]1)(=O)=O.CCCC[N+](CCCC)(CCCC)CCCC.[F-:35]. (2) The reactants are: [O:1]1[C:5]2[CH:6]=[CH:7][CH:8]=[N:9][C:4]=2[CH2:3][C:2]1=O.[OH-].[Na+].P(Cl)(Cl)([Cl:15])=O. Given the product [Cl:15][C:2]1[O:1][C:5]2[CH:6]=[CH:7][CH:8]=[N:9][C:4]=2[CH:3]=1, predict the reactants needed to synthesize it. (3) Given the product [CH2:9]1[C:10]2([CH2:15][CH2:14][NH+:13]([CH2:2][B-:3]([F:6])([F:5])[F:4])[CH2:12][CH2:11]2)[CH2:8]1, predict the reactants needed to synthesize it. The reactants are: Br[CH2:2][B-:3]([F:6])([F:5])[F:4].[K+].[CH2:8]1[C:10]2([CH2:15][CH2:14][NH:13][CH2:12][CH2:11]2)[CH2:9]1. (4) Given the product [Pt:32].[Pt:32].[CH2:4]([O:5][CH2:6][CH2:7][N:8]([CH2:9][C:10]([OH:12])=[O:11])[CH2:13][C:14]([OH:16])=[O:15])[CH2:3][CH2:2][CH2:1][O:17][CH2:18][CH2:19][N:20]([CH2:21][C:22]([OH:24])=[O:23])[CH2:25][C:26]([OH:28])=[O:27], predict the reactants needed to synthesize it. The reactants are: [CH2:1]([O:17][CH2:18][CH2:19][N:20]([CH2:25][C:26]([OH:28])=[O:27])[CH2:21][C:22]([OH:24])=[O:23])[CH2:2][CH2:3][CH2:4][O:5][CH2:6][CH2:7][N:8]([CH2:13][C:14]([OH:16])=[O:15])[CH2:9][C:10]([OH:12])=[O:11].[OH-].[Na+].[NH3][Pt:32](Cl)(Cl)[NH3]. (5) The reactants are: CC1(C)C(C)(C)OB([C:9]2[CH:18]=[CH:17][C:12]3[NH:13][C:14](=[O:16])[NH:15][C:11]=3[CH:10]=2)O1.BrC1C=CC2NC(=O)NC=2C=1.[N+](C1C=C(C=CC=1)C=C1OC2C=CC=CC=2CC2C=CC=CC1=2)([O-])=O.Br[CH:57]=[C:58]1[C:64]2[CH:65]=[CH:66][C:67]([F:69])=[CH:68][C:63]=2[CH2:62][CH2:61][C:60]2[CH:70]=[C:71]([F:74])[CH:72]=[CH:73][C:59]1=2.C([O-])([O-])=O.[Na+].[Na+]. Given the product [F:69][C:67]1[CH:66]=[CH:65][C:64]2[C:58](=[CH:57][C:9]3[CH:18]=[CH:17][C:12]4[NH:13][C:14](=[O:16])[NH:15][C:11]=4[CH:10]=3)[C:59]3[CH:73]=[CH:72][C:71]([F:74])=[CH:70][C:60]=3[CH2:61][CH2:62][C:63]=2[CH:68]=1, predict the reactants needed to synthesize it.